From a dataset of Full USPTO retrosynthesis dataset with 1.9M reactions from patents (1976-2016). Predict the reactants needed to synthesize the given product. (1) Given the product [ClH:1].[CH2:47]([N:25]([CH2:23][CH3:24])[CH2:26][CH2:27][NH:28][C:29]([C:31]1[C:44]2[NH:43][C:42]3[C:37](=[CH:38][CH:39]=[CH:40][C:41]=3[I:45])[C:36](=[O:46])[C:35]=2[CH:34]=[CH:33][CH:32]=1)=[O:30])[CH3:48], predict the reactants needed to synthesize it. The reactants are: [ClH:1].C(N(CC)CCNC(C1C=CC2C(=CC=C(I)C=2)C=1)=O)C.[CH2:23]([N:25]([CH2:47][CH3:48])[CH2:26][CH2:27][NH:28][C:29]([C:31]1[C:44]2[NH:43][C:42]3[C:37](=[CH:38][CH:39]=[CH:40][C:41]=3[I:45])[C:36](=[O:46])[C:35]=2[CH:34]=[CH:33][CH:32]=1)=[O:30])[CH3:24].[K+].[Br-]. (2) Given the product [Br:19][C:2]1[CH:3]=[C:4]([N:13]2[CH2:17][CH2:16][CH2:15][C:14]2=[O:18])[C:5]([F:12])=[C:6]([CH:11]=1)[C:7]([O:9][CH3:10])=[O:8], predict the reactants needed to synthesize it. The reactants are: N[C:2]1[CH:3]=[C:4]([N:13]2[CH2:17][CH2:16][CH2:15][C:14]2=[O:18])[C:5]([F:12])=[C:6]([CH:11]=1)[C:7]([O:9][CH3:10])=[O:8].[BrH:19].N([O-])=O.[Na+]. (3) Given the product [CH2:16]([O:18][C:19]([N:21]1[C:25]2[CH2:26][N:27]([C:29]([O:31][C:32]([CH3:35])([CH3:34])[CH3:33])=[O:30])[CH2:28][C:24]=2[C:23]([NH:36][C:12](=[O:14])[CH:11]([C:2]2[CH:3]=[CH:4][C:5]3[C:10](=[CH:9][CH:8]=[CH:7][CH:6]=3)[CH:1]=2)[CH3:15])=[N:22]1)=[O:20])[CH3:17], predict the reactants needed to synthesize it. The reactants are: [CH:1]1[C:10]2[C:5](=[CH:6][CH:7]=[CH:8][CH:9]=2)[CH:4]=[CH:3][C:2]=1[CH:11]([CH3:15])[C:12]([OH:14])=O.[CH2:16]([O:18][C:19]([N:21]1[C:25]2[CH2:26][N:27]([C:29]([O:31][C:32]([CH3:35])([CH3:34])[CH3:33])=[O:30])[CH2:28][C:24]=2[C:23]([NH2:36])=[N:22]1)=[O:20])[CH3:17].CCN(C(C)C)C(C)C.C(OCC)(=O)C.C1CCCCC1. (4) Given the product [CH3:22][O:21][C:18]1[CH:19]=[CH:20][C:15]2[N:14]([CH3:23])[C:13](=[O:24])[N:12]([CH2:11][C@H:8]3[CH2:7][CH2:6][C@H:5]([C:3]4[N:30]=[C:29]([NH:28][C:25](=[O:27])[CH3:26])[NH:31][CH:2]=4)[CH2:10][CH2:9]3)[C:16]=2[CH:17]=1, predict the reactants needed to synthesize it. The reactants are: Br[CH2:2][C:3]([C@H:5]1[CH2:10][CH2:9][C@H:8]([CH2:11][N:12]2[C:16]3[CH:17]=[C:18]([O:21][CH3:22])[CH:19]=[CH:20][C:15]=3[N:14]([CH3:23])[C:13]2=[O:24])[CH2:7][CH2:6]1)=O.[C:25]([NH:28][C:29]([NH2:31])=[NH:30])(=[O:27])[CH3:26]. (5) Given the product [NH:12]1[C:5]2[C:6](=[CH:7][CH:8]=[CH:3][CH:4]=2)[N:11]=[CH:18][C:19]1=[O:20], predict the reactants needed to synthesize it. The reactants are: CO[C:3]1[CH:4]=[C:5]([NH2:12])[C:6]([NH2:11])=[CH:7][C:8]=1OC.S1C=CC=C1[C:18](=O)[C:19](O)=[O:20]. (6) Given the product [OH:13][CH2:12][C:9]1[CH:10]=[N:11][C:5]2[N:4]3[CH2:16][CH2:17][CH2:18][CH2:19][C@H:3]3[C:2](=[O:1])[NH:7][C:6]=2[CH:8]=1, predict the reactants needed to synthesize it. The reactants are: [O:1]=[C:2]1[NH:7][C:6]2[CH:8]=[C:9]([C:12](OC)=[O:13])[CH:10]=[N:11][C:5]=2[N:4]2[CH2:16][CH2:17][CH2:18][CH2:19][C@@H:3]12.[H-].[Na+].[H-].[H-].[H-].[H-].[Li+].[Al+3].CO. (7) Given the product [C:19]([O:23][C:24]([N:26]1[C:34]2[C:29](=[CH:30][C:31]([O:35][CH2:36][C:37]3[CH:38]=[CH:39][CH:40]=[CH:41][CH:42]=3)=[CH:32][CH:33]=2)[C:28]([C:43]2[N:44]([C:58]([O:60][C:61]([CH3:64])([CH3:63])[CH3:62])=[O:59])[C:45]3[C:50]([CH:51]=2)=[CH:49][C:48]([OH:52])=[CH:47][CH:46]=3)=[N:27]1)=[O:25])([CH3:22])([CH3:21])[CH3:20], predict the reactants needed to synthesize it. The reactants are: [F-].C([N+](CCCC)(CCCC)CCCC)CCC.[C:19]([O:23][C:24]([N:26]1[C:34]2[C:29](=[CH:30][C:31]([O:35][CH2:36][C:37]3[CH:42]=[CH:41][CH:40]=[CH:39][CH:38]=3)=[CH:32][CH:33]=2)[C:28]([C:43]2[N:44]([C:58]([O:60][C:61]([CH3:64])([CH3:63])[CH3:62])=[O:59])[C:45]3[C:50]([CH:51]=2)=[CH:49][C:48]([O:52][SiH2]C(C)(C)C)=[CH:47][CH:46]=3)=[N:27]1)=[O:25])([CH3:22])([CH3:21])[CH3:20].